From a dataset of Reaction yield outcomes from USPTO patents with 853,638 reactions. Predict the reaction yield, written as a fraction of the theoretical maximum amount of product (1.0 means a 100% yield; for example, 0.34 means a 34% yield). (1) The reactants are [CH:1]([C:4]1[CH:32]=[CH:31][C:7]([CH2:8][C:9]2[C:17]3[O:16][C:15]([CH3:19])([CH3:18])[C:14](=[O:20])[C:13]=3[C:12]([CH3:21])=[C:11]([NH:22][C:23](=[O:29])[CH2:24][C:25]([CH3:28])([CH3:27])[CH3:26])[C:10]=2[CH3:30])=[CH:6][CH:5]=1)([CH3:3])[CH3:2]. The catalyst is C1COCC1.CCCCCC. The product is [OH:20][CH:14]1[C:13]2[C:12]([CH3:21])=[C:11]([NH:22][C:23](=[O:29])[CH2:24][C:25]([CH3:28])([CH3:27])[CH3:26])[C:10]([CH3:30])=[C:9]([CH2:8][C:7]3[CH:31]=[CH:32][C:4]([CH:1]([CH3:3])[CH3:2])=[CH:5][CH:6]=3)[C:17]=2[O:16][C:15]1([CH3:19])[CH3:18]. The yield is 0.810. (2) The reactants are [CH2:1]([C:3]1[N:4]([C:28]2[CH:33]=[CH:32][C:31]([OH:34])=[CH:30][CH:29]=2)[C:5](=[O:27])[C:6]([CH2:12][C:13]2[CH:18]=[CH:17][C:16]([C:19]3[C:20]([C:25]#[N:26])=[CH:21][CH:22]=[CH:23][CH:24]=3)=[CH:15][CH:14]=2)=[C:7]([CH2:9][CH2:10][CH3:11])[N:8]=1)[CH3:2].Br[C:36]1([C:40]([O:42][CH2:43][CH3:44])=[O:41])[CH2:39][CH2:38][CH2:37]1.C(=O)([O-])[O-].[Cs+].[Cs+]. The catalyst is CC(N(C)C)=O.C(OCC)(=O)C. The product is [C:25]([C:20]1[CH:21]=[CH:22][CH:23]=[CH:24][C:19]=1[C:16]1[CH:17]=[CH:18][C:13]([CH2:12][C:6]2[C:5](=[O:27])[N:4]([C:28]3[CH:33]=[CH:32][C:31]([O:34][C:36]4([C:40]([O:42][CH2:43][CH3:44])=[O:41])[CH2:39][CH2:38][CH2:37]4)=[CH:30][CH:29]=3)[C:3]([CH2:1][CH3:2])=[N:8][C:7]=2[CH2:9][CH2:10][CH3:11])=[CH:14][CH:15]=1)#[N:26]. The yield is 0.420.